From a dataset of Catalyst prediction with 721,799 reactions and 888 catalyst types from USPTO. Predict which catalyst facilitates the given reaction. (1) Reactant: [CH:1]1([NH:4][C:5](=[O:44])[NH:6][C:7]2[CH:42]=[CH:41][C:10]([O:11][C:12]3[CH:17]=[CH:16][N:15]=[C:14]4[CH:18]=[C:19]([C:21]5[N:26]=[CH:25][C:24]([CH2:27][N:28]6[CH2:33][CH2:32][N:31](C(OC(C)(C)C)=O)[CH2:30][CH2:29]6)=[CH:23][CH:22]=5)[S:20][C:13]=34)=[C:9]([F:43])[CH:8]=2)[CH2:3][CH2:2]1.C(O)(C(F)(F)F)=O. Product: [CH:1]1([NH:4][C:5]([NH:6][C:7]2[CH:42]=[CH:41][C:10]([O:11][C:12]3[CH:17]=[CH:16][N:15]=[C:14]4[CH:18]=[C:19]([C:21]5[CH:22]=[CH:23][C:24]([CH2:27][N:28]6[CH2:29][CH2:30][NH:31][CH2:32][CH2:33]6)=[CH:25][N:26]=5)[S:20][C:13]=34)=[C:9]([F:43])[CH:8]=2)=[O:44])[CH2:3][CH2:2]1. The catalyst class is: 2. (2) Reactant: [CH2:1]([O:3][CH2:4][CH2:5][O:6][C:7]1[CH:12]=[C:11]([CH3:13])[CH:10]=[C:9]([CH3:14])[C:8]=1[CH3:15])[CH3:2].N1C=CC=CC=1.[Br:22]Br. Product: [Br:22][C:10]1[C:9]([CH3:14])=[C:8]([CH3:15])[C:7]([O:6][CH2:5][CH2:4][O:3][CH2:1][CH3:2])=[CH:12][C:11]=1[CH3:13]. The catalyst class is: 4. (3) Reactant: [CH:1]([Si:4]([CH:36]([CH3:38])[CH3:37])([CH:33]([CH3:35])[CH3:34])[O:5][C@H:6]1[CH2:11][CH2:10][CH2:9][N:8]([C:12]2[N:16]3[CH:17]=[C:18]([O:21][C@H:22]4[C:31]5[C:26](=[CH:27][CH:28]=[CH:29][CH:30]=5)[C@@H:25]([NH2:32])[CH2:24][CH2:23]4)[CH:19]=[CH:20][C:15]3=[N:14][N:13]=2)[CH2:7]1)([CH3:3])[CH3:2].ClC(Cl)(Cl)C[O:42][C:43](=O)[NH:44][C:45]1[N:46]([C:54]2[CH:59]=[CH:58][C:57]([CH3:60])=[CH:56][CH:55]=2)[N:47]=[C:48]([C:50]([CH3:53])([CH3:52])[CH3:51])[CH:49]=1.CCN(C(C)C)C(C)C. Product: [C:50]([C:48]1[CH:49]=[C:45]([NH:44][C:43]([NH:32][C@@H:25]2[C:26]3[C:31](=[CH:30][CH:29]=[CH:28][CH:27]=3)[C@H:22]([O:21][C:18]3[CH:19]=[CH:20][C:15]4[N:16]([C:12]([N:8]5[CH2:9][CH2:10][CH2:11][C@H:6]([O:5][Si:4]([CH:1]([CH3:3])[CH3:2])([CH:33]([CH3:35])[CH3:34])[CH:36]([CH3:38])[CH3:37])[CH2:7]5)=[N:13][N:14]=4)[CH:17]=3)[CH2:23][CH2:24]2)=[O:42])[N:46]([C:54]2[CH:59]=[CH:58][C:57]([CH3:60])=[CH:56][CH:55]=2)[N:47]=1)([CH3:53])([CH3:51])[CH3:52]. The catalyst class is: 12. (4) Reactant: Br[C:2]1[CH:7]=[CH:6][C:5]([N+:8]([O-:10])=[O:9])=[CH:4][N:3]=1.[NH:11]1[CH2:16][CH2:15][CH:14]([OH:17])[CH2:13][CH2:12]1.C(N(CC)CC)C. Product: [N+:8]([C:5]1[CH:6]=[CH:7][C:2]([N:11]2[CH2:16][CH2:15][CH:14]([OH:17])[CH2:13][CH2:12]2)=[N:3][CH:4]=1)([O-:10])=[O:9]. The catalyst class is: 9. (5) Reactant: [CH2:1]([NH:8][C:9]1[C:14]([N+:15]([O-:17])=[O:16])=[C:13]([NH:18][CH2:19][C:20]2[CH:25]=[CH:24][CH:23]=[CH:22][CH:21]=2)[N:12]=[C:11]([CH2:26][CH:27]=[O:28])[CH:10]=1)[C:2]1[CH:7]=[CH:6][CH:5]=[CH:4][CH:3]=1.[BH4-].[Na+]. Product: [CH2:1]([NH:8][C:9]1[C:14]([N+:15]([O-:17])=[O:16])=[C:13]([NH:18][CH2:19][C:20]2[CH:25]=[CH:24][CH:23]=[CH:22][CH:21]=2)[N:12]=[C:11]([CH2:26][CH2:27][OH:28])[CH:10]=1)[C:2]1[CH:7]=[CH:6][CH:5]=[CH:4][CH:3]=1. The catalyst class is: 4. (6) Reactant: [CH3:1][N:2]1[C:10]([CH2:11][CH:12]2[CH2:15][N:14](C(OC(C)(C)C)=O)[CH2:13]2)=[N:9][C:8]2[C:3]1=[N:4][C:5]([N:29]1[C:33]3[CH:34]=[CH:35][CH:36]=[CH:37][C:32]=3[N:31]=[C:30]1[CH2:38][CH3:39])=[N:6][C:7]=2[N:23]1[CH2:28][CH2:27][O:26][CH2:25][CH2:24]1.FC(F)(F)C(O)=O. Product: [NH:14]1[CH2:13][CH:12]([CH2:11][C:10]2[N:2]([CH3:1])[C:3]3[C:8]([N:9]=2)=[C:7]([N:23]2[CH2:28][CH2:27][O:26][CH2:25][CH2:24]2)[N:6]=[C:5]([N:29]2[C:33]4[CH:34]=[CH:35][CH:36]=[CH:37][C:32]=4[N:31]=[C:30]2[CH2:38][CH3:39])[N:4]=3)[CH2:15]1. The catalyst class is: 2. (7) Reactant: Br[C:2]1[CH:7]=[CH:6][C:5]([O:8][CH3:9])=[C:4]([O:10][CH3:11])[C:3]=1[O:12][CH3:13].C([Li])CCC.[CH3:19][O:20][C:21]1[CH:22]=[C:23]([CH:27]=[C:28]([O:32][CH3:33])[C:29]=1[O:30][CH3:31])[C:24](Cl)=[O:25].O. Product: [CH3:13][O:12][C:3]1[C:4]([O:10][CH3:11])=[C:5]([O:8][CH3:9])[CH:6]=[CH:7][C:2]=1[C:24](=[O:25])[C:23]1[CH:22]=[C:21]([O:20][CH3:19])[C:29]([O:30][CH3:31])=[C:28]([O:32][CH3:33])[CH:27]=1. The catalyst class is: 7.